From a dataset of Catalyst prediction with 721,799 reactions and 888 catalyst types from USPTO. Predict which catalyst facilitates the given reaction. (1) Reactant: [Br:1][CH:2]([C:6]12[CH2:15][CH:10]3[CH2:11][CH:12]([CH2:14][CH:8]([CH2:9]3)[CH2:7]1)[CH2:13]2)[C:3]([OH:5])=[O:4].[OH:16]S(O)(=O)=O.[N+]([O-])(O)=O. Product: [Br:1][CH:2]([C:6]12[CH2:15][CH:10]3[CH2:11][CH:12]([CH2:14][C:8]([OH:16])([CH2:9]3)[CH2:7]1)[CH2:13]2)[C:3]([OH:5])=[O:4]. The catalyst class is: 6. (2) Reactant: [OH:1][CH2:2][CH:3]1[CH2:6][N:5]([C:7]([O:9][C:10]([CH3:13])([CH3:12])[CH3:11])=[O:8])[CH2:4]1.[Br:14][C:15]1[CH:20]=[CH:19][C:18](O)=[CH:17][CH:16]=1.C1(P(C2C=CC=CC=2)C2C=CC=CC=2)C=CC=CC=1.CC(OC(/N=N/C(OC(C)C)=O)=O)C. Product: [Br:14][C:15]1[CH:20]=[CH:19][C:18]([O:1][CH2:2][CH:3]2[CH2:6][N:5]([C:7]([O:9][C:10]([CH3:13])([CH3:12])[CH3:11])=[O:8])[CH2:4]2)=[CH:17][CH:16]=1. The catalyst class is: 1. (3) Reactant: [C:1]([C:3]([C:16]1[C:25]2[O:24][CH2:23][CH2:22][O:21][C:20]=2[C:19]([O:26][CH3:27])=[CH:18][CH:17]=1)([CH2:10][CH2:11][C:12](OC)=[O:13])[CH2:4][CH2:5][C:6]([O:8][CH3:9])=[O:7])#[N:2].[H-].[Na+].Cl. Product: [C:1]([C:3]1([C:16]2[C:25]3[O:24][CH2:23][CH2:22][O:21][C:20]=3[C:19]([O:26][CH3:27])=[CH:18][CH:17]=2)[CH2:10][CH2:11][C:12](=[O:13])[CH:5]([C:6]([O:8][CH3:9])=[O:7])[CH2:4]1)#[N:2]. The catalyst class is: 57. (4) Reactant: CS(O[CH2:6][C:7]1[CH:12]=[CH:11][C:10]([CH2:13][CH2:14][NH:15][C:16]([C:18]2[CH:23]=[CH:22][C:21]([C:24]3[CH:29]=[CH:28][C:27]([Cl:30])=[CH:26][CH:25]=3)=[CH:20][CH:19]=2)=[O:17])=[CH:9][CH:8]=1)(=O)=O.[CH3:31][CH:32]1[CH2:37][CH2:36][CH2:35][CH2:34][NH:33]1. Product: [CH3:31][CH:32]1[CH2:37][CH2:36][CH2:35][CH2:34][N:33]1[CH2:6][C:7]1[CH:12]=[CH:11][C:10]([CH2:13][CH2:14][NH:15][C:16]([C:18]2[CH:23]=[CH:22][C:21]([C:24]3[CH:29]=[CH:28][C:27]([Cl:30])=[CH:26][CH:25]=3)=[CH:20][CH:19]=2)=[O:17])=[CH:9][CH:8]=1. The catalyst class is: 66. (5) Reactant: C([O:3][C:4](=[O:18])[CH2:5][N:6]1[C:10]2[CH:11]=[C:12]([O:15][CH3:16])[CH:13]=[CH:14][C:9]=2[O:8][C:7]1=[O:17])C.[Li+].[OH-].CC#N.O.FC(F)(F)C(O)=O. Product: [CH3:16][O:15][C:12]1[CH:13]=[CH:14][C:9]2[O:8][C:7](=[O:17])[N:6]([CH2:5][C:4]([OH:18])=[O:3])[C:10]=2[CH:11]=1. The catalyst class is: 30. (6) Reactant: [OH:1][CH2:2][CH:3]1[CH2:8][CH2:7][N:6]([C:9]([O:11][C:12]([CH3:15])([CH3:14])[CH3:13])=[O:10])[CH2:5][CH2:4]1.[Cr](Cl)([O-])(=O)=O.[NH+]1C=CC=CC=1. Product: [CH:2]([CH:3]1[CH2:8][CH2:7][N:6]([C:9]([O:11][C:12]([CH3:15])([CH3:14])[CH3:13])=[O:10])[CH2:5][CH2:4]1)=[O:1]. The catalyst class is: 4. (7) Reactant: [Br:1]CCCC[CH2:6][CH2:7][CH2:8][CH2:9][CH2:10][CH2:11][C:12]1[CH:22]=[CH:21][CH:20]=[C:14]2[C:15]([NH:17][C:18](=[O:19])[C:13]=12)=[O:16].[C:23]1([P:29]([C:36]2[CH:41]=[CH:40][CH:39]=[CH:38][CH:37]=2)[C:30]2[CH:35]=[CH:34][CH:33]=[CH:32][CH:31]=2)[CH:28]=[CH:27][CH:26]=[CH:25][CH:24]=1. Product: [Br-:1].[NH2:17][CH2:15][CH2:14][CH2:13][CH2:12][CH2:11][CH2:10][CH2:9][CH2:8][CH2:7][CH2:6][P+:29]([C:23]1[CH:24]=[CH:25][CH:26]=[CH:27][CH:28]=1)([C:30]1[CH:35]=[CH:34][CH:33]=[CH:32][CH:31]=1)[C:36]1[CH:37]=[CH:38][CH:39]=[CH:40][CH:41]=1.[Br-:1].[CH3:6][CH2:7][CH2:8][CH2:9][CH2:10][CH2:11][CH2:12][CH2:13][CH2:14][CH2:15][C:41]1[CH:40]=[CH:39][CH:38]=[CH:37][C:36]=1[P+:29]([N:17]1[C:18](=[O:19])[C:13]2=[CH:12][CH:22]=[CH:21][CH:20]=[C:14]2[C:15]1=[O:16])([C:23]1[CH:24]=[CH:25][CH:26]=[CH:27][CH:28]=1)[C:30]1[CH:35]=[CH:34][CH:33]=[CH:32][CH:31]=1. The catalyst class is: 10. (8) Reactant: [S-2:1].[Na+].[Na+].[O-]CC.[Na+].[C:8]1([C:14]#[C:15][C:16](=[O:30])[C:17]#[C:18][C:19]2[N:23]([C:24]3[CH:29]=[CH:28][CH:27]=[CH:26][CH:25]=3)[N:22]=[CH:21][CH:20]=2)[CH:13]=[CH:12][CH:11]=[CH:10][CH:9]=1. Product: [C:8]1([C:14]2[S:1][C:18]([C:19]3[N:23]([C:24]4[CH:25]=[CH:26][CH:27]=[CH:28][CH:29]=4)[N:22]=[CH:21][CH:20]=3)=[CH:17][C:16](=[O:30])[CH:15]=2)[CH:13]=[CH:12][CH:11]=[CH:10][CH:9]=1. The catalyst class is: 8. (9) Reactant: [C:1]([C:5]1[CH:10]=[C:9]([C:11]2[CH:12]=[N:13][C:14]([C:17]([F:20])([F:19])[F:18])=[CH:15][CH:16]=2)[C:8]([OH:21])=[C:7]([CH2:22][NH:23][C:24]([CH3:27])([CH3:26])[CH3:25])[CH:6]=1)([CH3:4])([CH3:3])[CH3:2].[CH2:28]=O. Product: [C:24]([N:23]1[CH2:22][C:7]2[CH:6]=[C:5]([C:1]([CH3:4])([CH3:2])[CH3:3])[CH:10]=[C:9]([C:11]3[CH:12]=[N:13][C:14]([C:17]([F:20])([F:18])[F:19])=[CH:15][CH:16]=3)[C:8]=2[O:21][CH2:28]1)([CH3:27])([CH3:26])[CH3:25]. The catalyst class is: 1. (10) Reactant: [NH2:1][C:2]1[C:11]2[N:12]=[C:13]([CH2:24][O:25]CC)[N:14]([CH2:15][CH2:16][NH:17][C:18]([NH:20][CH:21]([CH3:23])[CH3:22])=[O:19])[C:10]=2[C:9]2[CH:8]=[CH:7][CH:6]=[CH:5][C:4]=2[N:3]=1. Product: [NH2:1][C:2]1[C:11]2[N:12]=[C:13]([CH2:24][OH:25])[N:14]([CH2:15][CH2:16][NH:17][C:18]([NH:20][CH:21]([CH3:23])[CH3:22])=[O:19])[C:10]=2[C:9]2[CH:8]=[CH:7][CH:6]=[CH:5][C:4]=2[N:3]=1. The catalyst class is: 4.